Dataset: Full USPTO retrosynthesis dataset with 1.9M reactions from patents (1976-2016). Task: Predict the reactants needed to synthesize the given product. (1) Given the product [NH2:1][C:2]1[N:6]([CH3:7])[C:5](=[O:8])[C:4]([C:9]2[CH:10]=[CH:11][C:12]3[O:16][CH2:15][CH2:14][C:13]=3[CH:17]=2)([C:18]2[CH:19]=[C:20]([C:32]3[CH:31]=[CH:30][CH:29]=[C:28]([O:27][CH2:25][CH3:26])[CH:33]=3)[CH:21]=[CH:22][CH:23]=2)[N:3]=1, predict the reactants needed to synthesize it. The reactants are: [NH2:1][C:2]1[N:6]([CH3:7])[C:5](=[O:8])[C:4]([C:18]2[CH:23]=[CH:22][CH:21]=[C:20](Br)[CH:19]=2)([C:9]2[CH:10]=[CH:11][C:12]3[O:16][CH2:15][CH2:14][C:13]=3[CH:17]=2)[N:3]=1.[CH2:25]([O:27][C:28]1[CH:29]=[C:30](B(O)O)[CH:31]=[CH:32][CH:33]=1)[CH3:26].C(=O)([O-])[O-].[Cs+].[Cs+]. (2) Given the product [O:16]=[C:12]1[CH2:11][CH2:10][C:9]2[C:14](=[CH:15][C:6]([S:17]([Cl:24])(=[O:19])=[O:18])=[CH:7][CH:8]=2)[NH:13]1, predict the reactants needed to synthesize it. The reactants are: N([O-])=O.[Na+].N[C:6]1[CH:15]=[C:14]2[C:9]([CH2:10][CH2:11][C:12](=[O:16])[NH:13]2)=[CH:8][CH:7]=1.[S:17](=[O:19])=[O:18].C(O)(=O)C.[ClH:24]. (3) Given the product [I:1][C:2]1[C:3]([CH3:11])=[C:4]([CH:8]=[CH:9][CH:10]=1)[C:5]([NH:18][CH:19]1[CH2:24][CH2:23][N:22]([CH3:25])[CH2:21][CH2:20]1)=[O:7], predict the reactants needed to synthesize it. The reactants are: [I:1][C:2]1[C:3]([CH3:11])=[C:4]([CH:8]=[CH:9][CH:10]=1)[C:5]([OH:7])=O.C(Cl)(=O)C(Cl)=O.[NH2:18][CH:19]1[CH2:24][CH2:23][N:22]([CH3:25])[CH2:21][CH2:20]1.C(N(CC)CC)C. (4) Given the product [Cl:24][C:25]1[CH:30]=[CH:29][C:28]([S:31][CH:8]([C:16]2[CH:21]=[C:20]([F:22])[CH:19]=[CH:18][C:17]=2[F:23])[C:9]2[C:14]([CH3:15])=[CH:13][CH:12]=[CH:11][N:10]=2)=[CH:27][CH:26]=1, predict the reactants needed to synthesize it. The reactants are: CN(C)C=O.Cl.Cl[CH:8]([C:16]1[CH:21]=[C:20]([F:22])[CH:19]=[CH:18][C:17]=1[F:23])[C:9]1[C:14]([CH3:15])=[CH:13][CH:12]=[CH:11][N:10]=1.[Cl:24][C:25]1[CH:30]=[CH:29][C:28]([SH:31])=[CH:27][CH:26]=1.C(=O)([O-])[O-].[K+].[K+].